From a dataset of Forward reaction prediction with 1.9M reactions from USPTO patents (1976-2016). Predict the product of the given reaction. (1) The product is: [CH:1]([O:4][C:5]1[CH:6]=[C:7](/[CH:16]=[CH:15]/[CH2:14][C@H:13]([OH:17])[CH3:12])[CH:8]=[N:9][CH:10]=1)([CH3:3])[CH3:2]. Given the reactants [CH:1]([O:4][C:5]1[CH:6]=[C:7](Br)[CH:8]=[N:9][CH:10]=1)([CH3:3])[CH3:2].[CH3:12][C@@H:13]([OH:17])[CH2:14][CH:15]=[CH2:16].C(N(CC)CC)C.C(#N)C, predict the reaction product. (2) Given the reactants [O:1]=[C:2]1[CH2:20][C:4]2([CH2:7][C:6]([C:14]([O:16][CH:17]([CH3:19])[CH3:18])=[O:15])([C:8]([O:10][CH:11]([CH3:13])[CH3:12])=[O:9])[CH2:5]2)[CH2:3]1.C[Si]([N-][Si](C)(C)C)(C)C.[K+].[F:31][C:32]([F:51])([F:50])[S:33](N(C1C=CC=CC=1)[S:33]([C:32]([F:51])([F:50])[F:31])(=[O:35])=[O:34])(=[O:35])=[O:34], predict the reaction product. The product is: [F:31][C:32]([F:51])([F:50])[S:33]([O:1][C:2]1[CH2:3][C:4]2([CH2:5][C:6]([C:8]([O:10][CH:11]([CH3:13])[CH3:12])=[O:9])([C:14]([O:16][CH:17]([CH3:19])[CH3:18])=[O:15])[CH2:7]2)[CH:20]=1)(=[O:35])=[O:34]. (3) Given the reactants [OH:1][C@H:2]([C@H:4]([N:14]1[CH:18]=[C:17]([C:19]([NH2:21])=[O:20])[N:16]=[CH:15]1)[CH2:5][CH2:6][C:7]1[CH:12]=[CH:11][CH:10]=[CH:9][C:8]=1[OH:13])[CH3:3].[ClH:22].[CH3:23][N:24]([CH3:29])[CH2:25][CH2:26][CH2:27][Cl:28].C(=O)([O-])[O-].[K+].[K+], predict the reaction product. The product is: [ClH:28].[ClH:22].[OH:1][C@H:2]([C@H:4]([N:14]1[CH:18]=[C:17]([C:19]([NH2:21])=[O:20])[N:16]=[CH:15]1)[CH2:5][CH2:6][C:7]1[CH:12]=[CH:11][CH:10]=[CH:9][C:8]=1[O:13][CH2:27][CH2:26][CH2:25][N:24]([CH3:29])[CH3:23])[CH3:3]. (4) Given the reactants [Cl:1][C:2]1[CH:3]=[C:4]2[C:9](=[CH:10][CH:11]=1)[N:8]([CH:12]1[CH2:17][CH2:16][NH:15][CH2:14][CH2:13]1)[C:7](=[O:18])[CH2:6][CH2:5]2.[CH3:19][S:20]([N:23]1[CH2:28][CH2:27][C:26]2[N:29]([CH2:42][CH:43]3[CH2:45][O:44]3)[N:30]=[C:31]([C:32]3[CH:37]=[CH:36][C:35]([C:38]([F:41])([F:40])[F:39])=[CH:34][CH:33]=3)[C:25]=2[CH2:24]1)(=[O:22])=[O:21].CCN(CC)CC, predict the reaction product. The product is: [Cl:1][C:2]1[CH:3]=[C:4]2[C:9](=[CH:10][CH:11]=1)[N:8]([CH:12]1[CH2:13][CH2:14][N:15]([CH2:45][CH:43]([OH:44])[CH2:42][N:29]3[C:26]4[CH2:27][CH2:28][N:23]([S:20]([CH3:19])(=[O:22])=[O:21])[CH2:24][C:25]=4[C:31]([C:32]4[CH:37]=[CH:36][C:35]([C:38]([F:40])([F:41])[F:39])=[CH:34][CH:33]=4)=[N:30]3)[CH2:16][CH2:17]1)[C:7](=[O:18])[CH2:6][CH2:5]2. (5) The product is: [CH2:1]([C:3]1[CH:8]=[CH:7][C:6]([CH:9]2[CH2:10][CH:11]([C:24]3[O:25][N:36]=[C:34]([C:28]4[CH:33]=[CH:32][CH:31]=[CH:30][CH:29]=4)[N:35]=3)[CH2:12][N:13]([C:15]([N:17]3[CH2:18][CH2:19][CH:20]([OH:23])[CH2:21][CH2:22]3)=[O:16])[CH2:14]2)=[CH:5][CH:4]=1)[CH3:2]. Given the reactants [CH2:1]([C:3]1[CH:8]=[CH:7][C:6]([CH:9]2[CH2:14][N:13]([C:15]([N:17]3[CH2:22][CH2:21][CH:20]([OH:23])[CH2:19][CH2:18]3)=[O:16])[CH2:12][CH:11]([C:24](O)=[O:25])[CH2:10]2)=[CH:5][CH:4]=1)[CH3:2].O[C:28]1([C:34](=[NH:36])[NH2:35])[CH:33]=[CH:32][CH:31]=[CH:30][CH2:29]1, predict the reaction product.